This data is from Full USPTO retrosynthesis dataset with 1.9M reactions from patents (1976-2016). The task is: Predict the reactants needed to synthesize the given product. The reactants are: N1[CH:6]=[CH:5][N:4]=[C:3]([C:7]([O:9][CH2:10][CH3:11])=[O:8])N=1.[C:12]1(=O)[CH2:16][CH2:15][CH2:14][CH2:13]1.N1CCCC1. Given the product [C:3]1([C:7]([O:9][CH2:10][CH3:11])=[O:8])[C:13]2[CH2:14][CH2:15][CH2:16][C:12]=2[CH:6]=[CH:5][N:4]=1, predict the reactants needed to synthesize it.